This data is from Reaction yield outcomes from USPTO patents with 853,638 reactions. The task is: Predict the reaction yield, written as a fraction of the theoretical maximum amount of product (1.0 means a 100% yield; for example, 0.34 means a 34% yield). (1) The reactants are [Br:1][C:2]1[CH:10]=[CH:9][C:5]([C:6]([OH:8])=[O:7])=[CH:4][C:3]=1[O:11][CH3:12].C([O-])([O-])=O.[K+].[K+].Br[CH2:20][C:21]1[CH:26]=[CH:25][CH:24]=[CH:23][CH:22]=1. The catalyst is CN(C=O)C. The product is [Br:1][C:2]1[CH:10]=[CH:9][C:5]([C:6]([O:8][CH2:20][C:21]2[CH:26]=[CH:25][CH:24]=[CH:23][CH:22]=2)=[O:7])=[CH:4][C:3]=1[O:11][CH3:12]. The yield is 0.910. (2) The reactants are [F:1][C:2]1[CH:3]=[C:4]([CH:53]=[C:54]([F:56])[CH:55]=1)[CH2:5][C:6]1[CH:7]=[C:8]2[C:12](=[CH:13][CH:14]=1)[N:11]([C:15]([C:28]1[CH:33]=[CH:32][CH:31]=[CH:30][CH:29]=1)([C:22]1[CH:27]=[CH:26][CH:25]=[CH:24][CH:23]=1)[C:16]1[CH:21]=[CH:20][CH:19]=[CH:18][CH:17]=1)[N:10]=[C:9]2[NH:34][C:35](=[O:52])[C:36]1[CH:41]=[CH:40][C:39]([N:42]2[CH2:47][CH2:46][N:45]([CH3:48])[CH2:44][CH2:43]2)=[CH:38][C:37]=1[N+:49]([O-])=O.C([O-])=O.[NH4+]. The catalyst is CO.[Pd]. The product is [NH2:49][C:37]1[CH:38]=[C:39]([N:42]2[CH2:47][CH2:46][N:45]([CH3:48])[CH2:44][CH2:43]2)[CH:40]=[CH:41][C:36]=1[C:35]([NH:34][C:9]1[C:8]2[C:12](=[CH:13][CH:14]=[C:6]([CH2:5][C:4]3[CH:53]=[C:54]([F:56])[CH:55]=[C:2]([F:1])[CH:3]=3)[CH:7]=2)[N:11]([C:15]([C:28]2[CH:33]=[CH:32][CH:31]=[CH:30][CH:29]=2)([C:22]2[CH:27]=[CH:26][CH:25]=[CH:24][CH:23]=2)[C:16]2[CH:21]=[CH:20][CH:19]=[CH:18][CH:17]=2)[N:10]=1)=[O:52]. The yield is 0.870.